From a dataset of Forward reaction prediction with 1.9M reactions from USPTO patents (1976-2016). Predict the product of the given reaction. (1) Given the reactants [CH:1]1([CH2:4][N:5]([CH2:15][CH2:16][CH3:17])[C:6]2[N:11]=[CH:10][N:9]=[C:8]([C:12]([OH:14])=O)[CH:7]=2)[CH2:3][CH2:2]1.C(N(CC)CC)C.ClC(OC)=O.[NH2:30][C:31]1[CH:36]=[CH:35][C:34]([S:37]([CH2:40][CH2:41][CH2:42][C:43]([O:45][CH2:46][CH3:47])=[O:44])(=[O:39])=[O:38])=[CH:33][CH:32]=1, predict the reaction product. The product is: [CH:1]1([CH2:4][N:5]([CH2:15][CH2:16][CH3:17])[C:6]2[N:11]=[CH:10][N:9]=[C:8]([C:12]([NH:30][C:31]3[CH:36]=[CH:35][C:34]([S:37]([CH2:40][CH2:41][CH2:42][C:43]([O:45][CH2:46][CH3:47])=[O:44])(=[O:39])=[O:38])=[CH:33][CH:32]=3)=[O:14])[CH:7]=2)[CH2:2][CH2:3]1. (2) Given the reactants [C:1]([O:5][C:6]([N:8]1[CH2:11][C:10]([C@@H:13]([C:15]2[CH:16]=[C:17]3[C:26](=[CH:27][C:28]=2[C:29]([CH3:31])=[CH2:30])[O:25][CH2:24][C:23]2[N:18]3[C@H:19]([CH3:33])[C:20](=[O:32])[NH:21][N:22]=2)[CH3:14])([CH3:12])[CH2:9]1)=[O:7])([CH3:4])([CH3:3])[CH3:2], predict the reaction product. The product is: [C:1]([O:5][C:6]([N:8]1[CH2:11][C:10]([C@@H:13]([C:15]2[CH:16]=[C:17]3[C:26](=[CH:27][C:28]=2[CH:29]([CH3:31])[CH3:30])[O:25][CH2:24][C:23]2[N:18]3[C@H:19]([CH3:33])[C:20](=[O:32])[NH:21][N:22]=2)[CH3:14])([CH3:12])[CH2:9]1)=[O:7])([CH3:2])([CH3:3])[CH3:4]. (3) Given the reactants [C:1]1([C:7]#C)[CH:6]=[CH:5][CH:4]=[CH:3][CH:2]=1.[N:9]([CH2:12][CH2:13]CCN1C=CC=C(OCC2C=CC=CC=2)C1=O)=[N+:10]=[N-:11].[C:31]1([N:37]2[CH:42]=[CH:41][C:40]([CH2:43][CH2:44][C:45]3N=NN[CH:49]=3)=[C:39]([O:50]C)[C:38]2=[O:52])[CH:36]=[CH:35][CH:34]=[CH:33][CH:32]=1, predict the reaction product. The product is: [C:31]1([N:37]2[CH:42]=[CH:41][C:40]([CH2:43][CH2:44][CH2:45][CH2:49][C:13]3[N:11]=[N:10][NH:9][CH:12]=3)=[C:39]([O:50][CH2:7][C:1]3[CH:2]=[CH:3][CH:4]=[CH:5][CH:6]=3)[C:38]2=[O:52])[CH:32]=[CH:33][CH:34]=[CH:35][CH:36]=1. (4) The product is: [CH3:11][NH:10][C:8]([C:6]1[C:5](=[O:12])[N:4]([C:13]2[CH:18]=[CH:17][CH:16]=[C:15]([C:19]([F:22])([F:21])[F:20])[CH:14]=2)[C:3]([CH3:23])=[C:2]([C:36]2[N:32]([C:29]3[CH:30]=[CH:31][C:26]([C:24]#[N:25])=[CH:27][CH:28]=3)[N:33]=[CH:34][CH:35]=2)[N:7]=1)=[O:9]. Given the reactants Br[C:2]1[N:7]=[C:6]([C:8]([NH:10][CH3:11])=[O:9])[C:5](=[O:12])[N:4]([C:13]2[CH:18]=[CH:17][CH:16]=[C:15]([C:19]([F:22])([F:21])[F:20])[CH:14]=2)[C:3]=1[CH3:23].[C:24]([C:26]1[CH:31]=[CH:30][C:29]([N:32]2[C:36](B(O)O)=[CH:35][CH:34]=[N:33]2)=[CH:28][CH:27]=1)#[N:25].C([O-])([O-])=O.[Cs+].[Cs+], predict the reaction product. (5) Given the reactants [OH:1][CH2:2][CH2:3][N:4]1[CH:13]=[CH:12][C:11]2[C:6](=[CH:7][CH:8]=[CH:9][C:10]=2[N+:14]([O-:16])=[O:15])[C:5]1=[O:17].C(N(CC)C(C)C)(C)C.[C:27](Cl)(=[O:29])[CH3:28], predict the reaction product. The product is: [C:27]([O:1][CH2:2][CH2:3][N:4]1[CH:13]=[CH:12][C:11]2[C:6](=[CH:7][CH:8]=[CH:9][C:10]=2[N+:14]([O-:16])=[O:15])[C:5]1=[O:17])(=[O:29])[CH3:28].